Task: Predict the reactants needed to synthesize the given product.. Dataset: Full USPTO retrosynthesis dataset with 1.9M reactions from patents (1976-2016) (1) Given the product [CH3:24][C:14]1[CH:13]=[C:12]([O:11][CH2:10]/[CH:9]=[C:8](\[C:5]2[CH:6]=[CH:7][C:2]([C:36]#[C:35][C:37]3[CH:42]=[CH:41][CH:40]=[CH:39][N:38]=3)=[CH:3][CH:4]=2)/[C:25]2[CH:26]=[CH:27][C:28]([C:31]([F:34])([F:32])[F:33])=[CH:29][CH:30]=2)[CH:23]=[CH:22][C:15]=1[O:16][CH2:17][C:18]([O:20][CH3:21])=[O:19], predict the reactants needed to synthesize it. The reactants are: I[C:2]1[CH:7]=[CH:6][C:5](/[C:8](/[C:25]2[CH:30]=[CH:29][C:28]([C:31]([F:34])([F:33])[F:32])=[CH:27][CH:26]=2)=[CH:9]\[CH2:10][O:11][C:12]2[CH:23]=[CH:22][C:15]([O:16][CH2:17][C:18]([O:20][CH3:21])=[O:19])=[C:14]([CH3:24])[CH:13]=2)=[CH:4][CH:3]=1.[C:35]([C:37]1[CH:42]=[CH:41][CH:40]=[CH:39][N:38]=1)#[CH:36]. (2) Given the product [CH3:24][O:23][C:22]1[C:17]([O:16][CH2:15][CH2:14][CH2:13][C:11]2[C:10]([CH:30]([CH3:32])[CH3:31])=[N:9][N:8]([C:5]3[CH:4]=[CH:3][C:2]([NH:1][C:38](=[O:42])[CH:39]([CH3:41])[CH3:40])=[CH:7][N:6]=3)[CH:12]=2)=[C:18]([CH2:25][C:26]([OH:28])=[O:27])[CH:19]=[CH:20][CH:21]=1, predict the reactants needed to synthesize it. The reactants are: [NH2:1][C:2]1[CH:3]=[CH:4][C:5]([N:8]2[CH:12]=[C:11]([CH2:13][CH2:14][CH2:15][O:16][C:17]3[C:22]([O:23][CH3:24])=[CH:21][CH:20]=[CH:19][C:18]=3[CH2:25][C:26]([O:28]C)=[O:27])[C:10]([CH:30]([CH3:32])[CH3:31])=[N:9]2)=[N:6][CH:7]=1.CN(C)C=O.[C:38](Cl)(=[O:42])[CH:39]([CH3:41])[CH3:40]. (3) Given the product [Cl:21][C:17]1[CH:16]=[C:15]([NH:14][C:4]([C:6]2[CH:11]=[C:10]([Cl:12])[CH:9]=[C:8]([CH3:13])[N:7]=2)=[O:5])[CH:20]=[CH:19][N:18]=1, predict the reactants needed to synthesize it. The reactants are: C(O[C:4]([C:6]1[CH:11]=[C:10]([Cl:12])[CH:9]=[C:8]([CH3:13])[N:7]=1)=[O:5])C.[NH2:14][C:15]1[CH:20]=[CH:19][N:18]=[C:17]([Cl:21])[CH:16]=1. (4) The reactants are: [CH2:1]([N:8]1[CH2:17][CH2:16][C:15]2[C:14]([C:18]([OH:20])=O)=[CH:13][CH:12]=[CH:11][C:10]=2[C:9]1=[O:21])[C:2]1[CH:7]=[CH:6][CH:5]=[CH:4][CH:3]=1.Cl.[NH2:23][C@@H:24]([CH2:42][C:43]1[CH:48]=[C:47]([F:49])[CH:46]=[C:45]([F:50])[CH:44]=1)[C@H:25]([OH:41])[CH2:26][NH:27][C:28]1([C:31]2[CH:36]=[CH:35][CH:34]=[C:33]([C:37]([F:40])([F:39])[F:38])[CH:32]=2)[CH2:30][CH2:29]1.Cl.CN(C)CCCN=C=NCC.C(N(CC)C(C)C)(C)C. Given the product [CH2:1]([N:8]1[CH2:17][CH2:16][C:15]2[C:14]([C:18]([NH:23][C@@H:24]([CH2:42][C:43]3[CH:44]=[C:45]([F:50])[CH:46]=[C:47]([F:49])[CH:48]=3)[C@H:25]([OH:41])[CH2:26][NH:27][C:28]3([C:31]4[CH:36]=[CH:35][CH:34]=[C:33]([C:37]([F:38])([F:39])[F:40])[CH:32]=4)[CH2:30][CH2:29]3)=[O:20])=[CH:13][CH:12]=[CH:11][C:10]=2[C:9]1=[O:21])[C:2]1[CH:7]=[CH:6][CH:5]=[CH:4][CH:3]=1, predict the reactants needed to synthesize it. (5) Given the product [CH2:24]([N:23]1[C:19]([C:17]2[CH:16]=[CH:15][N:14]=[C:13]([NH:6][C:7]3[CH:12]=[CH:11][C:10]([S:2](=[O:5])(=[O:3])[NH:30][CH2:29][CH2:27][OH:28])=[CH:9][CH:8]=3)[N:18]=2)=[CH:20][N:21]=[C:22]1[CH3:26])[CH3:25], predict the reactants needed to synthesize it. The reactants are: Cl[S:2]([OH:5])(=O)=[O:3].[NH:6]([C:13]1[N:18]=[C:17]([C:19]2[N:23]([CH2:24][CH3:25])[C:22]([CH3:26])=[N:21][CH:20]=2)[CH:16]=[CH:15][N:14]=1)[C:7]1[CH:12]=[CH:11][CH:10]=[CH:9][CH:8]=1.[CH2:27]([CH2:29][NH2:30])[OH:28]. (6) Given the product [NH2:28][CH2:27][CH2:26][O:25][C:24]1[CH:36]=[CH:37][C:21]([C@@H:16]([NH:15][S:12]([C:9]2[CH:8]=[CH:7][C:6]([O:5][CH2:1][C:2]#[C:3][CH3:4])=[CH:11][CH:10]=2)(=[O:14])=[O:13])[C:17]([NH:19][OH:20])=[O:18])=[CH:22][CH:23]=1, predict the reactants needed to synthesize it. The reactants are: [CH2:1]([O:5][C:6]1[CH:11]=[CH:10][C:9]([S:12]([NH:15][C@H:16]([C:21]2[CH:37]=[CH:36][C:24]([O:25][CH2:26][CH2:27][NH:28]C(=O)OC(C)(C)C)=[CH:23][CH:22]=2)[C:17]([NH:19][OH:20])=[O:18])(=[O:14])=[O:13])=[CH:8][CH:7]=1)[C:2]#[C:3][CH3:4].C(OC1C=CC(S(N(C)C(C2C=CC(OCCNC(=O)OC(C)(C)C)=CC=2)C(NO)=O)(=O)=O)=CC=1)C#CC.Cl. (7) Given the product [Br:30][C:16]1[C:21]([O:22][CH3:23])=[CH:20][C:19]([C:24]([CH3:28])([CH3:27])[C:25]#[N:26])=[C:18]([F:29])[CH:17]=1, predict the reactants needed to synthesize it. The reactants are: C1(C2(CC[C:16]3[C:21]([O:22][CH3:23])=[CH:20][C:19]([C:24]([CH3:28])([CH3:27])[C:25]#[N:26])=[C:18]([F:29])[CH:17]=3)CC(O)=CC(=O)O2)CCCC1.[Br:30]C1C=CC(C2(C#N)CC2)=C(F)C=1. (8) The reactants are: [CH3:1][C:2]1[N:6]=[C:5]([CH3:7])[S:4][C:3]=1/[CH:8]=[CH:9]/[C:10](N(C)C)=O.[NH:15]([C:19]1[CH:24]=[CH:23][C:22]([S:25]([NH:28][CH2:29][CH2:30][OH:31])(=[O:27])=[O:26])=[CH:21][CH:20]=1)[C:16]([NH2:18])=[NH:17]. Given the product [CH3:7][C:5]1[S:4][C:3]([C:8]2[CH:9]=[CH:10][N:18]=[C:16]([NH:15][C:19]3[CH:20]=[CH:21][C:22]([S:25]([NH:28][CH2:29][CH2:30][OH:31])(=[O:27])=[O:26])=[CH:23][CH:24]=3)[N:17]=2)=[C:2]([CH3:1])[N:6]=1, predict the reactants needed to synthesize it. (9) The reactants are: C([O:8][C:9]1[CH:18]=[CH:17][C:16]2[N:15]([S:19]([C:22]3[CH:27]=[CH:26][C:25]([Cl:28])=[CH:24][CH:23]=3)(=[O:21])=[O:20])[CH:14]([CH3:29])[C:13]3[CH:30]=[N:31][NH:32][C:12]=3[C:11]=2[CH:10]=1)C1C=CC=CC=1.ClC1C=CC(S(N2C3C=C(O)C=CC=3C3NN=CC=3C2C)(=O)=O)=CC=1. Given the product [Cl:28][C:25]1[CH:24]=[CH:23][C:22]([S:19]([N:15]2[C:16]3[CH:17]=[CH:18][C:9]([OH:8])=[CH:10][C:11]=3[C:12]3=[N:32][NH:31][CH:30]=[C:13]3[CH:14]2[CH3:29])(=[O:20])=[O:21])=[CH:27][CH:26]=1, predict the reactants needed to synthesize it.